This data is from Forward reaction prediction with 1.9M reactions from USPTO patents (1976-2016). The task is: Predict the product of the given reaction. (1) Given the reactants [C:1](OC(=O)C)(=[O:3])[CH3:2].[NH2:8][CH2:9][C@H:10]1[O:14][C:13](=[O:15])[N:12]([C:16]2[CH:17]=[C:18]3[C:22](=[C:23]([F:25])[CH:24]=2)[N:21]([CH2:26][CH2:27][F:28])[C:20](=[O:29])[CH2:19]3)[CH2:11]1.C(N(CC)C(C)C)(C)C, predict the reaction product. The product is: [F:25][C:23]1[CH:24]=[C:16]([N:12]2[CH2:11][C@H:10]([CH2:9][NH:8][C:1](=[O:3])[CH3:2])[O:14][C:13]2=[O:15])[CH:17]=[C:18]2[C:22]=1[N:21]([CH2:26][CH2:27][F:28])[C:20](=[O:29])[CH2:19]2. (2) Given the reactants [H-].[Na+].[NH:3]1[CH:7]=[CH:6][CH:5]=[CH:4]1.C([O:11][C@@H:12]1[C@@H:17]([O:18]C(=O)C)[C@H:16]([O:22]C(=O)C)[C@@H:15]([CH2:26][O:27]C(=O)C)[O:14][C@H:13]1[C:31]1[CH:36]=[CH:35][CH:34]=[C:33]([CH2:37]Br)[CH:32]=1)(=O)C.C[O-].[Na+], predict the reaction product. The product is: [N:3]1([CH2:37][C:33]2[CH:32]=[C:31]([C@@H:13]3[O:14][C@H:15]([CH2:26][OH:27])[C@@H:16]([OH:22])[C@H:17]([OH:18])[C@H:12]3[OH:11])[CH:36]=[CH:35][CH:34]=2)[CH:7]=[CH:6][CH:5]=[CH:4]1. (3) The product is: [CH3:45][CH:42]([CH2:43][N:14]1[C:20](=[O:21])[NH:24][C:16](=[O:46])[C:11]2[NH:3][C:25]([N:27]3[CH2:31][CH2:30][CH2:29][CH2:28]3)=[N:13][C:12]1=2)[CH3:44]. Given the reactants Cl.Cl.[N:3]([C:11]([CH3:16])(C)[C:12]([NH2:14])=[NH:13])=[N:3][C:11](C)([CH3:16])[C:12]([NH2:14])=[NH:13].C([C:20]1[O:21]CC[N:24]=1)(C)=C.[CH:25]([N:27]1[CH2:31][CH2:30][CH2:29][C:28]1=O)=C.C(OCCN[C:42]([CH3:45])([CH3:44])[CH3:43])(=O)C(C)=C.[OH2:46], predict the reaction product. (4) Given the reactants [F:1][C:2]1[C:3]([CH2:10][OH:11])=[CH:4][C:5]([O:8][CH3:9])=[N:6][CH:7]=1.CC(OI1(OC(C)=O)(OC(C)=O)OC(=O)C2C=CC=CC1=2)=O, predict the reaction product. The product is: [F:1][C:2]1[C:3]([CH:10]=[O:11])=[CH:4][C:5]([O:8][CH3:9])=[N:6][CH:7]=1.